The task is: Predict the reaction yield, written as a fraction of the theoretical maximum amount of product (1.0 means a 100% yield; for example, 0.34 means a 34% yield).. This data is from Reaction yield outcomes from USPTO patents with 853,638 reactions. (1) The reactants are [CH:1]1([C:4]2[CH:9]=[CH:8][CH:7]=[C:6]([F:10])[C:5]=2[CH2:11]O)[CH2:3][CH2:2]1.S(Cl)([Cl:15])=O. The yield is 0.540. The catalyst is ClCCl. The product is [Cl:15][CH2:11][C:5]1[C:6]([F:10])=[CH:7][CH:8]=[CH:9][C:4]=1[CH:1]1[CH2:3][CH2:2]1. (2) The reactants are [NH2:1][C:2](=[C:5]([N:8]=[CH:9][C:10]1[CH:15]=[CH:14][C:13]([CH3:16])=[CH:12][CH:11]=1)[C:6]#[N:7])[C:3]#[N:4].CO.[BH4-].[Na+]. The catalyst is O1CCCC1. The product is [NH2:1][C:2](=[C:5]([NH:8][CH2:9][C:10]1[CH:15]=[CH:14][C:13]([CH3:16])=[CH:12][CH:11]=1)[C:6]#[N:7])[C:3]#[N:4]. The yield is 0.930. (3) The yield is 0.890. The reactants are C[Si]([N-][Si](C)(C)C)(C)C.[Li+].C1COCC1.[C:16]1([CH:22]([CH3:26])[C:23]([OH:25])=[O:24])[CH:21]=[CH:20][CH:19]=[CH:18][CH:17]=1.[CH3:27][C:28]([CH3:33])([CH3:32])[CH2:29][CH2:30]I. The product is [CH3:26][C:22]([C:16]1[CH:21]=[CH:20][CH:19]=[CH:18][CH:17]=1)([CH2:30][CH2:29][C:28]([CH3:33])([CH3:32])[CH3:27])[C:23]([OH:25])=[O:24]. No catalyst specified. (4) The reactants are Br[CH2:2][C:3]1[C:11]2[O:10][CH:9]=[CH:8][C:7]=2[CH:6]=[C:5]([N+:12]([O-:14])=[O:13])[CH:4]=1.C([O-])([O-])=O.[K+].[K+].[CH3:21][CH:22]1[NH:27][CH2:26][CH2:25][N:24]([C:28]([O:30][C:31]([CH3:34])([CH3:33])[CH3:32])=[O:29])[CH2:23]1. The catalyst is CC#N. The product is [CH3:21][CH:22]1[N:27]([CH2:2][C:3]2[C:11]3[O:10][CH:9]=[CH:8][C:7]=3[CH:6]=[C:5]([N+:12]([O-:14])=[O:13])[CH:4]=2)[CH2:26][CH2:25][N:24]([C:28]([O:30][C:31]([CH3:32])([CH3:34])[CH3:33])=[O:29])[CH2:23]1. The yield is 0.780. (5) The reactants are C([O:3][C:4](=[O:14])[C:5]([C:7]1[CH:11]=[C:10]([Cl:12])[S:9][C:8]=1[Cl:13])=[O:6])C.[OH-].[Na+].Cl. The catalyst is O. The product is [Cl:13][C:8]1[S:9][C:10]([Cl:12])=[CH:11][C:7]=1[C:5](=[O:6])[C:4]([OH:14])=[O:3]. The yield is 0.970.